Dataset: Reaction yield outcomes from USPTO patents with 853,638 reactions. Task: Predict the reaction yield, written as a fraction of the theoretical maximum amount of product (1.0 means a 100% yield; for example, 0.34 means a 34% yield). (1) The reactants are [CH3:1][N:2]1[C:6]([CH2:7][O:8][C:9]2[CH:17]=[CH:16][C:12]([C:13]([OH:15])=O)=[CH:11][N:10]=2)=[C:5]([C:18]2[CH:23]=[CH:22][CH:21]=[CH:20][CH:19]=2)[N:4]=[N:3]1.[CH:24]1([NH2:27])[CH2:26][CH2:25]1. No catalyst specified. The product is [CH:24]1([NH:27][C:13](=[O:15])[C:12]2[CH:16]=[CH:17][C:9]([O:8][CH2:7][C:6]3[N:2]([CH3:1])[N:3]=[N:4][C:5]=3[C:18]3[CH:23]=[CH:22][CH:21]=[CH:20][CH:19]=3)=[N:10][CH:11]=2)[CH2:26][CH2:25]1. The yield is 0.960. (2) The reactants are [CH3:1][O:2][C:3]([C:5]1[S:6][C:7](Br)=[CH:8][CH:9]=1)=[O:4].[N:11]1[CH:16]=[CH:15][C:14](B(O)O)=[CH:13][CH:12]=1.C(=O)([O-])[O-].[Na+].[Na+]. The catalyst is CN(C=O)C.O.C1C=CC([P]([Pd]([P](C2C=CC=CC=2)(C2C=CC=CC=2)C2C=CC=CC=2)([P](C2C=CC=CC=2)(C2C=CC=CC=2)C2C=CC=CC=2)[P](C2C=CC=CC=2)(C2C=CC=CC=2)C2C=CC=CC=2)(C2C=CC=CC=2)C2C=CC=CC=2)=CC=1. The product is [CH3:1][O:2][C:3]([C:5]1[S:6][C:7]([C:14]2[CH:15]=[CH:16][N:11]=[CH:12][CH:13]=2)=[CH:8][CH:9]=1)=[O:4]. The yield is 0.300. (3) The product is [CH3:34][S:35]([O:26][C@@H:9]([C@@H:10]1[CH2:14][CH2:13][C:12](=[O:15])[N:11]1[CH2:16][CH2:17][NH:18][C:19]([O:20][C:21]([CH3:22])([CH3:23])[CH3:24])=[O:25])[C:3]1[CH:4]=[CH:5][CH:6]=[C:7]([CH3:8])[C:2]=1[CH3:1])(=[O:37])=[O:36]. The catalyst is CN(C1C=CN=CC=1)C.C(Cl)Cl. The yield is 0.270. The reactants are [CH3:1][C:2]1[C:7]([CH3:8])=[CH:6][CH:5]=[CH:4][C:3]=1[C@@H:9]([OH:26])[C@@H:10]1[CH2:14][CH2:13][C:12](=[O:15])[N:11]1[CH2:16][CH2:17][NH:18][C:19](=[O:25])[O:20][C:21]([CH3:24])([CH3:23])[CH3:22].CCN(CC)CC.[CH3:34][S:35](Cl)(=[O:37])=[O:36]. (4) The reactants are [C:1]([NH:4][C:5]([CH2:16][CH2:17][CH2:18][C:19]([CH3:24])([N+:21]([O-:23])=[O:22])[CH3:20])(C(OCC)=O)[C:6]([O:8]CC)=[O:7])(=[O:3])[CH3:2].[OH-].[K+].Cl. The catalyst is C(O)C.O. The product is [C:1]([NH:4][CH:5]([CH2:16][CH2:17][CH2:18][C:19]([CH3:24])([N+:21]([O-:23])=[O:22])[CH3:20])[C:6]([OH:8])=[O:7])(=[O:3])[CH3:2]. The yield is 0.720.